This data is from Experimentally validated miRNA-target interactions with 360,000+ pairs, plus equal number of negative samples. The task is: Binary Classification. Given a miRNA mature sequence and a target amino acid sequence, predict their likelihood of interaction. (1) The miRNA is hsa-miR-520f-3p with sequence AAGUGCUUCCUUUUAGAGGGUU. The protein sequence of the target gene is MSMLAERRRKQKWAVDPQNTAWSNDDSKFGQRMLEKMGWSKGKGLGAQEQGATDHIKVQVKNNHLGLGATINNEDNWIAHQDDFNQLLAELNTCHGQETTDSSDKKEKKSFSLEEKSKISKNRVHYMKFTKGKDLSSRSKTDLDCIFGKRQSKKTPEGDASPSTPEENETTTTSAFTIQEYFAKRMAALKNKPQVPVPGSDISETQVERKRGKKRNKEATGKDVESYLQPKAKRHTEGKPERAEAQERVAKKKSAPAEEQLRGPCWDQSSKASAQDAGDHVQPPEGRDFTLKPKKRRGKK.... Result: 0 (no interaction). (2) The miRNA is hsa-miR-1973 with sequence ACCGUGCAAAGGUAGCAUA. The protein sequence of the target gene is MGAMTQLLAGVFLAFLALATEGGVLKKVIRHKRQSGVNATLPEENQPVVFNHVYNIKLPVGSQCSVDLESASGEKDLAPPSEPSESFQEHTVDGENQIVFTHRINIPRRACGCAAAPDVKELLSRLEELENLVSSLREQCTAGAGCCLQPATGRLDTRPFCSGRGNFSTEGCGCVCEPGWKGPNCSEPECPGNCHLRGRCIDGQCICDDGFTGEDCSQLACPSDCNDQGKCVNGVCICFEGYAGADCSREICPVPCSEEHGTCVDGLCVCHDGFAGDDCNKPLCLNNCYNRGRCVENECV.... Result: 0 (no interaction). (3) The miRNA is hsa-miR-4732-5p with sequence UGUAGAGCAGGGAGCAGGAAGCU. The protein sequence of the target gene is MQTIKCVVVGDGAVGKTCLLISYTTNKFPSEYVPTVFDNYAVTVMIGGEPYTLGLFDTAGQEDYDRLRPLSYPQTDVFLVCFSVVAPASFENVREKWVPEISHHCSKTPFLLVGTQVDLRDDPGMLEKLAKNKQKPVSTDVGEKLAKELKAVKYVECSALTQKGLKNVFDEAILAALDPPQQEKKKKCNIL. Result: 0 (no interaction). (4) The miRNA is hsa-miR-6836-5p with sequence CGCAGGGCCCUGGCGCAGGCAU. The protein sequence of the target gene is MSKPPPKPVKPGQVKVFRALYTFEPRTPDELYFEEGDIIYITDMSDTSWWKGTCKGRTGLIPSNYVAEQAESIDNPLHEAAKRGNLSWLRECLDNRVGVNGLDKAGSTALYWACHGGHKDIVEVLFTQPNVELNQQNKLGDTALHAAAWKGYADIVQLLLAKGARTDLRNNEKKLALDMATNAACASLLKKKQQGTDGARTLSNAEDYLDDEDSD. Result: 0 (no interaction). (5) The miRNA is hsa-miR-6801-3p with sequence ACCCCUGCCACUCACUGGCC. The protein sequence of the target gene is MDFLLGNPFSSPVGQRIEKATDGSLQSEDWALNMEICDIINETEEGPKDALRAVKKRIVGNKNFHEVMLALTVLETCVKNCGHRFHVLVASQDFVESVLVRTILPKNNPPTIVHDKVLNLIQSWADAFRSSPDLTGVVTIYEDLRRKGLEFPMTDLDMLSPIHTPQRTVFNSETQSGQDSVGTDSSQQEDSGQHAAPLPAPPILSGDTPIAPTPEQIGKLRSELEMVSGNVRVMSEMLTELVPTQAEPADLELLQELNRTCRAMQQRVLELIPQIANEQLTEELLIVNDNLNNVFLRHER.... Result: 1 (interaction).